This data is from Full USPTO retrosynthesis dataset with 1.9M reactions from patents (1976-2016). The task is: Predict the reactants needed to synthesize the given product. (1) Given the product [CH3:16][O:17][C:18](=[O:24])[CH2:19][CH2:20][C:21]1[O:6][C:5]([C:7]2[CH:12]=[CH:11][C:10]([N+:13]([O-:15])=[O:14])=[CH:9][CH:8]=2)=[CH:4][N:1]=1, predict the reactants needed to synthesize it. The reactants are: [N:1]([CH2:4][C:5]([C:7]1[CH:12]=[CH:11][C:10]([N+:13]([O-:15])=[O:14])=[CH:9][CH:8]=1)=[O:6])=[N+]=[N-].[CH3:16][O:17][C:18](=[O:24])[CH2:19][CH2:20][C:21](Cl)=O.C1(P(C2C=CC=CC=2)C2C=CC=CC=2)C=CC=CC=1. (2) The reactants are: [Li].Br[CH2:3][CH2:4][CH2:5][CH2:6][C:7]1[CH:12]=[CH:11][CH:10]=[CH:9][CH:8]=1.[O:13]1[CH2:16][C:15](=[O:17])[CH2:14]1. Given the product [C:7]1([CH2:6][CH2:5][CH2:4][CH2:3][C:15]2([OH:17])[CH2:16][O:13][CH2:14]2)[CH:12]=[CH:11][CH:10]=[CH:9][CH:8]=1, predict the reactants needed to synthesize it. (3) Given the product [NH2:16][C:10]1[O:11][CH2:12][C:13]([F:14])([F:15])[C@:8]([C:6]2[CH:7]=[C:2]([NH:1][C:27]([C:21]3[C:20]([Cl:19])=[N:25][C:24]([Cl:26])=[CH:23][N:22]=3)=[O:28])[CH:3]=[CH:4][C:5]=2[F:18])([CH3:17])[N:9]=1, predict the reactants needed to synthesize it. The reactants are: [NH2:1][C:2]1[CH:3]=[CH:4][C:5]([F:18])=[C:6]([C@:8]2([CH3:17])[C:13]([F:15])([F:14])[CH2:12][O:11][C:10]([NH2:16])=[N:9]2)[CH:7]=1.[Cl:19][C:20]1[C:21]([C:27](O)=[O:28])=[N:22][CH:23]=[C:24]([Cl:26])[N:25]=1. (4) Given the product [CH2:1]([C:3]1[C:8]([C:9]2[S:10][C:11]([C:14]3[CH:19]=[CH:18][C:17]([O:20][CH:21]([CH3:23])[CH3:22])=[C:16]([C:24]([F:27])([F:26])[F:25])[CH:15]=3)=[N:12][N:13]=2)=[CH:7][CH:6]=[CH:5][C:4]=1[CH2:28][N:29]1[CH2:30][CH2:31][CH:32]([C:35]([OH:37])=[O:36])[CH2:33][CH2:34]1)[CH3:2], predict the reactants needed to synthesize it. The reactants are: [CH2:1]([C:3]1[C:8]([C:9]2[S:10][C:11]([C:14]3[CH:19]=[CH:18][C:17]([O:20][CH:21]([CH3:23])[CH3:22])=[C:16]([C:24]([F:27])([F:26])[F:25])[CH:15]=3)=[N:12][N:13]=2)=[CH:7][CH:6]=[CH:5][C:4]=1[CH2:28][N:29]1[CH2:34][CH2:33][CH:32]([C:35]([O:37]CC)=[O:36])[CH2:31][CH2:30]1)[CH3:2].[OH-].[Na+].Cl. (5) Given the product [F:20][C:21]1[CH:28]=[CH:27][C:24]([CH2:25][O:6][CH:7]2[CH2:8][N:9]([C:11]([O:13][C:14]([CH3:17])([CH3:16])[CH3:15])=[O:12])[CH2:10]2)=[CH:23][CH:22]=1, predict the reactants needed to synthesize it. The reactants are: O1CCCC1.[OH:6][CH:7]1[CH2:10][N:9]([C:11]([O:13][C:14]([CH3:17])([CH3:16])[CH3:15])=[O:12])[CH2:8]1.[H-].[Na+].[F:20][C:21]1[CH:28]=[CH:27][C:24]([CH2:25]Br)=[CH:23][CH:22]=1. (6) Given the product [Br:7][C:8]1[N:12]2[N:13]=[C:14]([N:17]3[CH2:18][CH2:19][N:20]([C:2]([NH:1][CH:4]([CH3:6])[CH3:5])=[O:3])[CH2:21][CH2:22]3)[CH:15]=[CH:16][C:11]2=[N:10][CH:9]=1, predict the reactants needed to synthesize it. The reactants are: [N:1]([CH:4]([CH3:6])[CH3:5])=[C:2]=[O:3].[Br:7][C:8]1[N:12]2[N:13]=[C:14]([N:17]3[CH2:22][CH2:21][NH:20][CH2:19][CH2:18]3)[CH:15]=[CH:16][C:11]2=[N:10][CH:9]=1. (7) Given the product [F:1][C:2]([F:16])([F:17])[C:3]1[CH:4]=[C:5]([CH:9]=[C:10]([C:12]([F:15])([F:14])[F:13])[CH:11]=1)[CH2:6][N:7]([CH3:8])[C:26]([Cl:25])=[O:28], predict the reactants needed to synthesize it. The reactants are: [F:1][C:2]([F:17])([F:16])[C:3]1[CH:4]=[C:5]([CH:9]=[C:10]([C:12]([F:15])([F:14])[F:13])[CH:11]=1)[CH2:6][NH:7][CH3:8].C(N(CC)CC)C.[Cl:25][C:26](Cl)([O:28]C(=O)OC(Cl)(Cl)Cl)Cl.